This data is from NCI-60 drug combinations with 297,098 pairs across 59 cell lines. The task is: Regression. Given two drug SMILES strings and cell line genomic features, predict the synergy score measuring deviation from expected non-interaction effect. (1) Cell line: MOLT-4. Drug 1: CC=C1C(=O)NC(C(=O)OC2CC(=O)NC(C(=O)NC(CSSCCC=C2)C(=O)N1)C(C)C)C(C)C. Drug 2: CC1=C(N=C(N=C1N)C(CC(=O)N)NCC(C(=O)N)N)C(=O)NC(C(C2=CN=CN2)OC3C(C(C(C(O3)CO)O)O)OC4C(C(C(C(O4)CO)O)OC(=O)N)O)C(=O)NC(C)C(C(C)C(=O)NC(C(C)O)C(=O)NCCC5=NC(=CS5)C6=NC(=CS6)C(=O)NCCC[S+](C)C)O. Synergy scores: CSS=60.2, Synergy_ZIP=-1.20, Synergy_Bliss=-0.835, Synergy_Loewe=-40.0, Synergy_HSA=0.719. (2) Drug 1: CCCS(=O)(=O)NC1=C(C(=C(C=C1)F)C(=O)C2=CNC3=C2C=C(C=N3)C4=CC=C(C=C4)Cl)F. Drug 2: C(CC(=O)O)C(=O)CN.Cl. Cell line: SNB-75. Synergy scores: CSS=5.92, Synergy_ZIP=4.03, Synergy_Bliss=0.429, Synergy_Loewe=-0.401, Synergy_HSA=-0.994. (3) Drug 1: C1=CC(=C2C(=C1NCCNCCO)C(=O)C3=C(C=CC(=C3C2=O)O)O)NCCNCCO. Drug 2: CCCS(=O)(=O)NC1=C(C(=C(C=C1)F)C(=O)C2=CNC3=C2C=C(C=N3)C4=CC=C(C=C4)Cl)F. Cell line: SR. Synergy scores: CSS=58.1, Synergy_ZIP=-1.86, Synergy_Bliss=-2.70, Synergy_Loewe=-11.1, Synergy_HSA=-1.61. (4) Drug 1: CC1=C(C=C(C=C1)NC2=NC=CC(=N2)N(C)C3=CC4=NN(C(=C4C=C3)C)C)S(=O)(=O)N.Cl. Drug 2: C1=CC(=CC=C1CCC2=CNC3=C2C(=O)NC(=N3)N)C(=O)NC(CCC(=O)O)C(=O)O. Cell line: MDA-MB-435. Synergy scores: CSS=10.3, Synergy_ZIP=4.49, Synergy_Bliss=6.72, Synergy_Loewe=-38.3, Synergy_HSA=3.04. (5) Drug 1: CC1C(C(CC(O1)OC2CC(CC3=C2C(=C4C(=C3O)C(=O)C5=C(C4=O)C(=CC=C5)OC)O)(C(=O)C)O)N)O.Cl. Drug 2: CN1C(=O)N2C=NC(=C2N=N1)C(=O)N. Cell line: NCIH23. Synergy scores: CSS=7.79, Synergy_ZIP=-9.22, Synergy_Bliss=-5.63, Synergy_Loewe=-43.4, Synergy_HSA=-7.18.